The task is: Predict the product of the given reaction.. This data is from Forward reaction prediction with 1.9M reactions from USPTO patents (1976-2016). (1) Given the reactants [ClH:1].Cl.Br[CH2:4][C:5]([C:7]1[CH:12]=[CH:11][CH:10]=[C:9]([OH:13])[N:8]=1)=O.[N:14]1[CH:19]=[CH:18][CH:17]=[N:16][C:15]=1[NH:20][C:21]([NH2:23])=[S:22], predict the reaction product. The product is: [ClH:1].[ClH:1].[N:14]1[CH:19]=[CH:18][CH:17]=[N:16][C:15]=1[NH:20][C:21]1[S:22][CH:4]=[C:5]([C:7]2[N:8]=[C:9]([OH:13])[CH:10]=[CH:11][CH:12]=2)[N:23]=1. (2) Given the reactants [Si](I)(C)(C)C.C[O:7][C:8]1[C:13]([C:14]2[CH:15]=[N:16][CH:17]=[C:18]([C:20]([NH:22][C:23]3[CH:28]=[CH:27][C:26]([O:29][C:30]([F:33])([F:32])[F:31])=[CH:25][CH:24]=3)=[O:21])[CH:19]=2)=[CH:12][CH:11]=[CH:10][N:9]=1.CO, predict the reaction product. The product is: [OH:7][C:8]1[C:13]([C:14]2[CH:15]=[N:16][CH:17]=[C:18]([C:20]([NH:22][C:23]3[CH:24]=[CH:25][C:26]([O:29][C:30]([F:33])([F:31])[F:32])=[CH:27][CH:28]=3)=[O:21])[CH:19]=2)=[CH:12][CH:11]=[CH:10][N:9]=1. (3) Given the reactants [Cl:1][C:2]1[CH:10]=[CH:9][C:5]([C:6](O)=[O:7])=[C:4]([O:11][CH3:12])[CH:3]=1.S(Cl)([Cl:15])=O, predict the reaction product. The product is: [Cl:1][C:2]1[CH:10]=[CH:9][C:5]([C:6]([Cl:15])=[O:7])=[C:4]([O:11][CH3:12])[CH:3]=1. (4) The product is: [OH:24][CH2:23][CH2:22][CH2:21][C:18]1[CH:17]=[CH:16][C:15]([CH:12]2[C:11]3[C:28]([CH3:29])=[C:7]([NH:6][C:4](=[O:5])[CH2:3][C:2]([CH3:1])([CH3:33])[CH3:32])[C:8]([CH3:31])=[C:9]([CH3:30])[C:10]=3[O:14][CH2:13]2)=[CH:20][CH:19]=1. Given the reactants [CH3:1][C:2]([CH3:33])([CH3:32])[CH2:3][C:4]([NH:6][C:7]1[C:8]([CH3:31])=[C:9]([CH3:30])[C:10]2[O:14][CH2:13][CH:12]([C:15]3[CH:20]=[CH:19][C:18]([CH2:21][CH2:22][C:23](OCC)=[O:24])=[CH:17][CH:16]=3)[C:11]=2[C:28]=1[CH3:29])=[O:5], predict the reaction product. (5) Given the reactants Br[C:2]1[CH:10]=[CH:9][CH:8]=[C:7]2[C:3]=1[CH2:4][CH2:5][C@@H:6]2[O:11][Si:12]([C:15]([CH3:18])([CH3:17])[CH3:16])([CH3:14])[CH3:13].[CH3:19][C:20]1([CH3:36])[C:24]([CH3:26])([CH3:25])[O:23][B:22]([B:22]2[O:23][C:24]([CH3:26])([CH3:25])[C:20]([CH3:36])([CH3:19])[O:21]2)[O:21]1.C([O-])(=O)C.[K+].N#N.C(Cl)Cl, predict the reaction product. The product is: [C:15]([Si:12]([CH3:14])([CH3:13])[O:11][C@@H:6]1[C:7]2[C:3](=[C:2]([B:22]3[O:23][C:24]([CH3:26])([CH3:25])[C:20]([CH3:36])([CH3:19])[O:21]3)[CH:10]=[CH:9][CH:8]=2)[CH2:4][CH2:5]1)([CH3:18])([CH3:17])[CH3:16]. (6) Given the reactants [O:1]=[C:2]([C@H:4]([CH2:6][C:7]1[CH:14]=[C:12]([OH:13])[C:10]([OH:11])=[CH:9][CH:8]=1)[NH2:5])[OH:3].C([O-])([O-])=O.[Na+].[Na+].[C:21](Cl)(=[O:25])[C:22]([CH3:24])=[CH2:23].Cl, predict the reaction product. The product is: [C:21]([NH:5][C@H:4]([C:2]([OH:3])=[O:1])[CH2:6][C:7]1[CH:8]=[CH:9][C:10]([OH:11])=[C:12]([OH:13])[CH:14]=1)(=[O:25])[C:22]([CH3:24])=[CH2:23]. (7) Given the reactants O.[BrH:2].[Cl:3][C:4]1[CH:9]=[CH:8][CH:7]=[CH:6][C:5]=1[C@H:10]([N:15]1[CH2:20][CH2:19][C:18]2[S:21][CH:22]=[CH:23][C:17]=2[CH2:16]1)[C:11]([O:13][CH3:14])=[O:12], predict the reaction product. The product is: [BrH:2].[Cl:3][C:4]1[CH:9]=[CH:8][CH:7]=[CH:6][C:5]=1[C@H:10]([N:15]1[CH2:20][CH2:19][C:18]2[S:21][CH:22]=[CH:23][C:17]=2[CH2:16]1)[C:11]([O:13][CH3:14])=[O:12].